From a dataset of Catalyst prediction with 721,799 reactions and 888 catalyst types from USPTO. Predict which catalyst facilitates the given reaction. (1) Reactant: C(Cl)(=O)C(Cl)=O.[CH3:7][O:8][C:9]1[CH:34]=[CH:33][C:12]([CH2:13][O:14][C@H:15]2[CH2:20][N:19]([S:21]([C:24]3[CH:29]=[CH:28][C:27]([CH3:30])=[CH:26][CH:25]=3)(=[O:23])=[O:22])[C@H:18]([CH2:31][OH:32])[CH2:17][CH2:16]2)=[CH:11][CH:10]=1.C(N(CC)CC)C.Cl. Product: [CH3:7][O:8][C:9]1[CH:10]=[CH:11][C:12]([CH2:13][O:14][C@H:15]2[CH2:20][N:19]([S:21]([C:24]3[CH:25]=[CH:26][C:27]([CH3:30])=[CH:28][CH:29]=3)(=[O:22])=[O:23])[C@H:18]([CH:31]=[O:32])[CH2:17][CH2:16]2)=[CH:33][CH:34]=1. The catalyst class is: 4. (2) Reactant: [F:1][C:2]([F:26])([F:25])[C:3]([C:18]1[CH:19]=[C:20]([OH:24])[CH:21]=[CH:22][CH:23]=1)([O:8][CH2:9][C:10]1[CH:15]=[CH:14][C:13]([O:16][CH3:17])=[CH:12][CH:11]=1)[C:4]([F:7])([F:6])[F:5].Br[CH2:28][CH2:29][CH2:30][OH:31].C([O-])([O-])=O.[Cs+].[Cs+].[I-].[K+]. Product: [F:1][C:2]([F:25])([F:26])[C:3]([C:18]1[CH:19]=[C:20]([CH:21]=[CH:22][CH:23]=1)[O:24][CH2:28][CH2:29][CH2:30][OH:31])([O:8][CH2:9][C:10]1[CH:11]=[CH:12][C:13]([O:16][CH3:17])=[CH:14][CH:15]=1)[C:4]([F:6])([F:5])[F:7]. The catalyst class is: 21. (3) Reactant: [O:1]=[C:2]1[N:6]([CH:7]([CH2:11][C:12]2[CH:17]=[CH:16][CH:15]=[CH:14][CH:13]=2)[C:8]([OH:10])=[O:9])[C:5](=[S:18])[NH:4][CH2:3]1.[F:19][C:20]([F:36])([F:35])[O:21][C:22]1[CH:27]=[CH:26][C:25]([C:28]2[S:32][C:31]([CH:33]=O)=[CH:30][CH:29]=2)=[CH:24][CH:23]=1.NCCC(O)=O.CO.C(Cl)Cl. Product: [F:36][C:20]([F:19])([F:35])[O:21][C:22]1[CH:23]=[CH:24][C:25]([C:28]2[S:32][C:31]([CH:33]=[C:3]3[C:2](=[O:1])[N:6]([CH:7]([CH2:11][C:12]4[CH:17]=[CH:16][CH:15]=[CH:14][CH:13]=4)[C:8]([OH:10])=[O:9])[C:5](=[S:18])[NH:4]3)=[CH:30][CH:29]=2)=[CH:26][CH:27]=1. The catalyst class is: 15.